This data is from Full USPTO retrosynthesis dataset with 1.9M reactions from patents (1976-2016). The task is: Predict the reactants needed to synthesize the given product. (1) Given the product [CH3:1][N:13]1[CH:14]=[C:15]([CH:17]=[O:18])[N:16]=[C:12]1[C:8]1[S:7][CH:11]=[CH:10][N:9]=1.[CH3:14][N:13]1[C:34]([CH:35]=[O:36])=[CH:15][N:16]=[C:12]1[C:8]1[S:7][CH:11]=[CH:10][N:9]=1, predict the reactants needed to synthesize it. The reactants are: [CH3:1]C(C)([O-])C.[K+].[S:7]1[CH:11]=[CH:10][N:9]=[C:8]1[C:12]1[NH:13][CH:14]=[C:15]([CH:17]=[O:18])[N:16]=1.C1[O:36][CH2:35][CH2:34]OCCOCCOCCOCCOC1.CI. (2) Given the product [I:1][C:2]1[C:7]([CH2:8][CH3:9])=[C:6]([I:10])[CH:5]=[C:4]([I:11])[C:3]=1[C:12]1[CH:17]=[CH:16][C:15]([C:18]([Cl:26])=[O:19])=[C:14]([N+:21]([O-:23])=[O:22])[CH:13]=1, predict the reactants needed to synthesize it. The reactants are: [I:1][C:2]1[C:7]([CH2:8][CH3:9])=[C:6]([I:10])[CH:5]=[C:4]([I:11])[C:3]=1[C:12]1[CH:17]=[CH:16][C:15]([C:18](O)=[O:19])=[C:14]([N+:21]([O-:23])=[O:22])[CH:13]=1.S(Cl)([Cl:26])=O.